This data is from Full USPTO retrosynthesis dataset with 1.9M reactions from patents (1976-2016). The task is: Predict the reactants needed to synthesize the given product. (1) Given the product [CH3:8][O:7][N:5]([CH3:6])[C:3]([C@:2]1([CH3:11])[CH2:9][O:10][C:14]([CH3:16])([CH3:15])[O:1]1)=[O:4], predict the reactants needed to synthesize it. The reactants are: [OH:1][C@@:2]([CH3:11])([CH2:9][OH:10])[C:3]([N:5]([O:7][CH3:8])[CH3:6])=[O:4].CO[C:14](OC)([CH3:16])[CH3:15].O.C1(C)C=CC(S(O)(=O)=O)=CC=1. (2) Given the product [NH2:11][CH2:12][CH2:13][CH2:14][C:15]([O:17][C:18]([CH3:21])([CH3:20])[CH3:19])=[O:16], predict the reactants needed to synthesize it. The reactants are: C(OC([NH:11][CH2:12][CH2:13][CH2:14][C:15]([O:17][C:18]([CH3:21])([CH3:20])[CH3:19])=[O:16])=O)C1C=CC=CC=1.